Dataset: Catalyst prediction with 721,799 reactions and 888 catalyst types from USPTO. Task: Predict which catalyst facilitates the given reaction. (1) Reactant: [CH2:1]([NH:13][C:14]([C:16]1[CH:21]=[CH:20][C:19]([NH:22]C(=O)OC(C)(C)C)=[CH:18][CH:17]=1)=[O:15])[CH2:2][CH2:3][CH2:4][CH2:5][CH2:6][CH2:7][CH2:8][CH2:9][CH2:10][CH2:11][CH3:12].FC(F)(F)C(O)=O. Product: [NH2:22][C:19]1[CH:18]=[CH:17][C:16]([C:14]([NH:13][CH2:1][CH2:2][CH2:3][CH2:4][CH2:5][CH2:6][CH2:7][CH2:8][CH2:9][CH2:10][CH2:11][CH3:12])=[O:15])=[CH:21][CH:20]=1. The catalyst class is: 2. (2) Reactant: [N:1]1([C:6]2[CH:11]=[CH:10][C:9]([C:12]3[N:16]([C:17]4[CH:22]=[CH:21][C:20]([C:23](=[O:25])[NH2:24])=[CH:19][C:18]=4[CH3:26])[C:15]([CH2:27][CH2:28][C:29]([O-:31])=[O:30])=[CH:14][CH:13]=3)=[CH:8][CH:7]=2)[CH:5]=[CH:4][N:3]=[CH:2]1.O[Li].O. Product: [N:1]1([C:6]2[CH:11]=[CH:10][C:9]([C:12]3[N:16]([C:17]4[CH:22]=[CH:21][C:20]([C:23](=[O:25])[NH2:24])=[CH:19][C:18]=4[CH3:26])[C:15]([CH2:27][CH2:28][C:29]([OH:31])=[O:30])=[CH:14][CH:13]=3)=[CH:8][CH:7]=2)[CH:5]=[CH:4][N:3]=[CH:2]1. The catalyst class is: 20. (3) Reactant: Br[C:2]1[CH:7]=[CH:6][C:5]([CH3:8])=[CH:4][C:3]=1[N+:9]([O-:11])=[O:10].[C:12]1(B(O)O)[CH:17]=[CH:16][CH:15]=[CH:14][CH:13]=1.CCCCCCCCCCC. Product: [CH3:8][C:5]1[CH:6]=[CH:7][C:2]([C:12]2[CH:17]=[CH:16][CH:15]=[CH:14][CH:13]=2)=[C:3]([N+:9]([O-:11])=[O:10])[CH:4]=1. The catalyst class is: 11. (4) Reactant: Br[C:2]1[CH:7]=[CH:6][CH:5]=[C:4]([N+:8]([O-:10])=[O:9])[C:3]=1[F:11].C([O-])(=O)C.[K+].[B:17]1([B:17]2[O:21][C:20]([CH3:23])([CH3:22])[C:19]([CH3:25])([CH3:24])[O:18]2)[O:21][C:20]([CH3:23])([CH3:22])[C:19]([CH3:25])([CH3:24])[O:18]1. Product: [F:11][C:3]1[C:4]([N+:8]([O-:10])=[O:9])=[CH:5][CH:6]=[CH:7][C:2]=1[B:17]1[O:21][C:20]([CH3:23])([CH3:22])[C:19]([CH3:25])([CH3:24])[O:18]1. The catalyst class is: 12.